Dataset: Retrosynthesis with 50K atom-mapped reactions and 10 reaction types from USPTO. Task: Predict the reactants needed to synthesize the given product. (1) Given the product COC(=O)Cc1cccc(OCc2ccc(F)cc2)c1, predict the reactants needed to synthesize it. The reactants are: COC(=O)Cc1cccc(O)c1.Fc1ccc(CBr)cc1. (2) Given the product CC(C)(C)n1nc(C(F)F)c(C(=O)O)c1C(F)F, predict the reactants needed to synthesize it. The reactants are: CCOC(=O)c1c(C(F)F)nn(C(C)(C)C)c1C(F)F. (3) Given the product COC(=O)c1ccccc1S(=O)(=O)NC(=O)Nc1nc(Cl)cn(C)c1=O, predict the reactants needed to synthesize it. The reactants are: COC(=O)c1ccccc1S(=O)(=O)N=C=O.Cn1cc(Cl)nc(N)c1=O. (4) The reactants are: COc1ccc(OC)c(N)c1.FC(F)(F)c1cc(Cl)nc(-c2ccncc2)n1. Given the product COc1ccc(OC)c(Nc2cc(C(F)(F)F)nc(-c3ccncc3)n2)c1, predict the reactants needed to synthesize it. (5) Given the product CN(Cc1ccc2cc(N)ccc2n1)CC(O)COc1ccc(NS(C)(=O)=O)cc1, predict the reactants needed to synthesize it. The reactants are: CN(Cc1ccc2cc([N+](=O)[O-])ccc2n1)CC(O)COc1ccc(NS(C)(=O)=O)cc1.